This data is from Full USPTO retrosynthesis dataset with 1.9M reactions from patents (1976-2016). The task is: Predict the reactants needed to synthesize the given product. (1) Given the product [CH:3]1(/[C:8](=[C:12](\[C@H:13]2[CH2:18][CH2:17][C@@H:16]([OH:19])[CH2:15][CH2:14]2)/[C:11]([O-:10])=[O:20])/[C:9]([O-:21])=[O:1])[CH2:7][CH2:6][CH2:5][CH2:4]1.[Na+:2].[Na+:2], predict the reactants needed to synthesize it. The reactants are: [OH-:1].[Na+:2].[CH:3]1([C:8]2[C:9](=[O:21])[O:10][C:11](=[O:20])[C:12]=2[C@H:13]2[CH2:18][CH2:17][C@@H:16]([OH:19])[CH2:15][CH2:14]2)[CH2:7][CH2:6][CH2:5][CH2:4]1. (2) Given the product [NH2:11][C:12]1[CH:17]=[CH:16][C:15]([S:18][C:2]2[N:7]3[CH:8]=[CH:9][N:10]=[C:6]3[CH:5]=[CH:4][CH:3]=2)=[CH:14][CH:13]=1, predict the reactants needed to synthesize it. The reactants are: Cl[C:2]1[N:7]2[CH:8]=[CH:9][N:10]=[C:6]2[CH:5]=[CH:4][CH:3]=1.[NH2:11][C:12]1[CH:17]=[CH:16][C:15]([SH:18])=[CH:14][CH:13]=1.C(N(CC)CC)C.O. (3) Given the product [CH3:19][C:20]1[CH:25]=[CH:24][C:23]([NH:26][C:14]([C:13]2[CH:12]=[CH:11][C:10]([CH2:9][N:6]3[CH2:7][CH2:8][N:3]([CH3:2])[CH2:4][CH2:5]3)=[CH:18][CH:17]=2)=[O:15])=[CH:22][C:21]=1[NH:27][C:28]1[N:29]=[CH:30][CH:31]=[C:32]([C:34]2[CH:39]=[CH:38][CH:37]=[N:36][CH:35]=2)[N:33]=1, predict the reactants needed to synthesize it. The reactants are: Cl.[CH3:2][N:3]1[CH2:8][CH2:7][N:6]([CH2:9][C:10]2[CH:18]=[CH:17][C:13]([C:14](Cl)=[O:15])=[CH:12][CH:11]=2)[CH2:5][CH2:4]1.[CH3:19][C:20]1[CH:25]=[CH:24][C:23]([NH2:26])=[CH:22][C:21]=1[NH:27][C:28]1[N:33]=[C:32]([C:34]2[CH:35]=[N:36][CH:37]=[CH:38][CH:39]=2)[CH:31]=[CH:30][N:29]=1.C(=O)([O-])[O-].[K+].[K+]. (4) The reactants are: [CH3:1][NH2:2].F[C:4]1[CH:13]=[CH:12][C:7]([C:8]([O:10][CH3:11])=[O:9])=[CH:6][C:5]=1[N+:14]([O-:16])=[O:15]. Given the product [CH3:11][O:10][C:8](=[O:9])[C:7]1[CH:12]=[CH:13][C:4]([NH:2][CH3:1])=[C:5]([N+:14]([O-:16])=[O:15])[CH:6]=1, predict the reactants needed to synthesize it. (5) Given the product [NH2:30][C:26]1[CH:25]=[C:24]([C:16]2[C:15]([C:13]3[CH:12]=[CH:11][N:10]=[C:9]([NH:8][C:5]4[CH:6]=[CH:7][C:2]([Cl:1])=[C:3]([O:37][CH2:38][CH2:39][N:41]5[CH2:45][CH2:44][CH2:43][CH2:42]5)[CH:4]=4)[N:14]=3)=[C:19]3[CH:20]=[CH:21][CH:22]=[CH:23][N:18]3[N:17]=2)[CH:29]=[CH:28][CH:27]=1, predict the reactants needed to synthesize it. The reactants are: [Cl:1][C:2]1[CH:7]=[CH:6][C:5]([NH:8][C:9]2[N:14]=[C:13]([C:15]3[C:16]([C:24]4[CH:25]=[C:26]([NH:30]C(=O)C(F)(F)F)[CH:27]=[CH:28][CH:29]=4)=[N:17][N:18]4[CH:23]=[CH:22][CH:21]=[CH:20][C:19]=34)[CH:12]=[CH:11][N:10]=2)=[CH:4][C:3]=1[O:37][CH2:38][CH2:39]Cl.[NH:41]1[CH2:45][CH2:44][CH2:43][CH2:42]1. (6) Given the product [Cl:33][C:30]1[CH:29]=[CH:28][C:27]([CH:8]([C:5]2[CH:4]=[CH:3][C:2]([Cl:1])=[CH:7][CH:6]=2)[N:9]2[CH2:10][C:11](=[CH:13][S:14]([CH2:17][C:18]3[CH:19]=[C:20]([CH:24]=[CH:25][CH:26]=3)[C:21]([NH:39][CH2:34][C:35]([CH3:38])([CH3:37])[CH3:36])=[O:22])(=[O:16])=[O:15])[CH2:12]2)=[CH:32][CH:31]=1, predict the reactants needed to synthesize it. The reactants are: [Cl:1][C:2]1[CH:7]=[CH:6][C:5]([CH:8]([C:27]2[CH:32]=[CH:31][C:30]([Cl:33])=[CH:29][CH:28]=2)[N:9]2[CH2:12][C:11](=[CH:13][S:14]([CH2:17][C:18]3[CH:19]=[C:20]([CH:24]=[CH:25][CH:26]=3)[C:21](O)=[O:22])(=[O:16])=[O:15])[CH2:10]2)=[CH:4][CH:3]=1.[CH2:34]([NH2:39])[C:35]([CH3:38])([CH3:37])[CH3:36]. (7) Given the product [CH3:2][C:3]1[C:4]2[N:5]([C:9]([N:12]3[CH2:17][CH2:16][NH:15][CH2:14][CH2:13]3)=[N:10][CH:11]=2)[CH:6]=[CH:7][N:8]=1, predict the reactants needed to synthesize it. The reactants are: Cl.[CH3:2][C:3]1[C:4]2[N:5]([C:9]([N:12]3[CH2:17][CH2:16][NH:15][CH2:14][CH2:13]3)=[N:10][CH:11]=2)[CH:6]=[CH:7][N:8]=1. (8) Given the product [CH3:5][C:6]1([C:10]2[CH:11]=[CH:12][C:13]([N+:1]([O-:4])=[O:2])=[CH:14][CH:15]=2)[CH2:7][CH2:8][CH2:9]1, predict the reactants needed to synthesize it. The reactants are: [N+:1]([O-:4])(O)=[O:2].[CH3:5][C:6]1([C:10]2[CH:15]=[CH:14][CH:13]=[CH:12][CH:11]=2)[CH2:9][CH2:8][CH2:7]1.C(OC(=O)C)(=O)C. (9) Given the product [Br:13][C:14]1[CH:19]=[CH:18][C:17]([C:2]2[CH:11]=[CH:10][C:5]([C:6]([O:8][CH3:9])=[O:7])=[CH:4][C:3]=2[CH3:12])=[CH:16][CH:15]=1, predict the reactants needed to synthesize it. The reactants are: Br[C:2]1[CH:11]=[CH:10][C:5]([C:6]([O:8][CH3:9])=[O:7])=[CH:4][C:3]=1[CH3:12].[Br:13][C:14]1[CH:19]=[CH:18][C:17](I)=[CH:16][CH:15]=1. (10) Given the product [CH3:1][O:2][C:3]1[S:7][C:6]2=[N:8][C:9]([C:11]3[O:12][C:13]4[CH:19]=[C:18]([O:20][CH3:21])[CH:17]=[C:16]([O:22][CH2:23][C:24]5[N:28]=[N:27][N:26]([C:29]6[CH:34]=[CH:33][CH:32]=[CH:31][CH:30]=6)[CH:25]=5)[C:14]=4[CH:15]=3)=[CH:10][N:5]2[N:4]=1, predict the reactants needed to synthesize it. The reactants are: [CH3:1][O:2][C:3]1[S:7][C:6]2=[N:8][C:9]([C:11]3[O:12][C:13]4[CH:19]=[C:18]([O:20][CH3:21])[CH:17]=[C:16]([O:22][CH2:23][C:24]#[CH:25])[C:14]=4[CH:15]=3)=[CH:10][N:5]2[N:4]=1.[N:26]([C:29]1[CH:34]=[CH:33][CH:32]=[CH:31][CH:30]=1)=[N+:27]=[N-:28].CN(C=O)C.O[C@H]([C@@H]1C([O-])=C(O)C(=O)O1)CO.[Na+].